From a dataset of NCI-60 drug combinations with 297,098 pairs across 59 cell lines. Regression. Given two drug SMILES strings and cell line genomic features, predict the synergy score measuring deviation from expected non-interaction effect. (1) Drug 1: CC1=C(C(CCC1)(C)C)C=CC(=CC=CC(=CC(=O)O)C)C. Drug 2: CC(C)(C#N)C1=CC(=CC(=C1)CN2C=NC=N2)C(C)(C)C#N. Cell line: UACC62. Synergy scores: CSS=7.51, Synergy_ZIP=-1.86, Synergy_Bliss=3.04, Synergy_Loewe=1.40, Synergy_HSA=1.80. (2) Synergy scores: CSS=26.7, Synergy_ZIP=-1.98, Synergy_Bliss=4.02, Synergy_Loewe=-17.0, Synergy_HSA=1.71. Drug 2: C1CCC(C(C1)N)N.C(=O)(C(=O)[O-])[O-].[Pt+4]. Drug 1: CN1C(=O)N2C=NC(=C2N=N1)C(=O)N. Cell line: SF-295. (3) Drug 1: CC(C1=C(C=CC(=C1Cl)F)Cl)OC2=C(N=CC(=C2)C3=CN(N=C3)C4CCNCC4)N. Drug 2: C1CCC(CC1)NC(=O)N(CCCl)N=O. Cell line: LOX IMVI. Synergy scores: CSS=40.6, Synergy_ZIP=-5.06, Synergy_Bliss=-0.834, Synergy_Loewe=1.62, Synergy_HSA=2.35.